Dataset: Peptide-MHC class II binding affinity with 134,281 pairs from IEDB. Task: Regression. Given a peptide amino acid sequence and an MHC pseudo amino acid sequence, predict their binding affinity value. This is MHC class II binding data. (1) The peptide sequence is QGFIFFFLFNILTGK. The MHC is HLA-DQA10201-DQB10402 with pseudo-sequence HLA-DQA10201-DQB10402. The binding affinity (normalized) is 0.593. (2) The peptide sequence is RKAGKSVVVLNRKTF. The MHC is DRB3_0202 with pseudo-sequence DRB3_0202. The binding affinity (normalized) is 0.407. (3) The peptide sequence is AFKPVLVDEGRKVAI. The MHC is HLA-DQA10501-DQB10303 with pseudo-sequence HLA-DQA10501-DQB10303. The binding affinity (normalized) is 0.360. (4) The peptide sequence is LTHMMIWHSNLNDAT. The MHC is DRB1_0701 with pseudo-sequence DRB1_0701. The binding affinity (normalized) is 0.199. (5) The peptide sequence is GELQIVDKIDAAFRI. The MHC is DRB1_1101 with pseudo-sequence DRB1_1101. The binding affinity (normalized) is 0.611.